Dataset: NCI-60 drug combinations with 297,098 pairs across 59 cell lines. Task: Regression. Given two drug SMILES strings and cell line genomic features, predict the synergy score measuring deviation from expected non-interaction effect. (1) Drug 1: CC1=C(C(CCC1)(C)C)C=CC(=CC=CC(=CC(=O)O)C)C. Drug 2: C1CN(P(=O)(OC1)NCCCl)CCCl. Cell line: CAKI-1. Synergy scores: CSS=10.2, Synergy_ZIP=-2.83, Synergy_Bliss=1.89, Synergy_Loewe=-5.28, Synergy_HSA=1.09. (2) Drug 1: CN1C(=O)N2C=NC(=C2N=N1)C(=O)N. Drug 2: C(CN)CNCCSP(=O)(O)O. Cell line: RPMI-8226. Synergy scores: CSS=11.2, Synergy_ZIP=-3.06, Synergy_Bliss=-7.46, Synergy_Loewe=4.94, Synergy_HSA=-7.77. (3) Drug 1: C1=NC2=C(N1)C(=S)N=C(N2)N. Drug 2: CCCS(=O)(=O)NC1=C(C(=C(C=C1)F)C(=O)C2=CNC3=C2C=C(C=N3)C4=CC=C(C=C4)Cl)F. Cell line: MDA-MB-231. Synergy scores: CSS=18.7, Synergy_ZIP=-4.96, Synergy_Bliss=-1.00, Synergy_Loewe=-12.0, Synergy_HSA=-2.73. (4) Drug 1: CN1C(=O)N2C=NC(=C2N=N1)C(=O)N. Drug 2: COCCOC1=C(C=C2C(=C1)C(=NC=N2)NC3=CC=CC(=C3)C#C)OCCOC.Cl. Cell line: 786-0. Synergy scores: CSS=4.04, Synergy_ZIP=-1.69, Synergy_Bliss=-0.471, Synergy_Loewe=-3.04, Synergy_HSA=-0.559. (5) Drug 1: CC1=CC2C(CCC3(C2CCC3(C(=O)C)OC(=O)C)C)C4(C1=CC(=O)CC4)C. Drug 2: C1=NC2=C(N=C(N=C2N1C3C(C(C(O3)CO)O)F)Cl)N. Cell line: SW-620. Synergy scores: CSS=20.0, Synergy_ZIP=2.22, Synergy_Bliss=3.81, Synergy_Loewe=-39.6, Synergy_HSA=1.68.